From a dataset of Full USPTO retrosynthesis dataset with 1.9M reactions from patents (1976-2016). Predict the reactants needed to synthesize the given product. (1) The reactants are: FC(F)(F)C(O)=O.[NH2:8][C@H:9]([C:19]1[C:24]([C:25]2[CH:26]=[CH:27][C:28]([F:34])=[C:29]([CH:33]=2)[C:30]([NH2:32])=[O:31])=[CH:23][CH:22]=[CH:21][N:20]=1)[CH2:10][C:11]1[CH:16]=[C:15]([F:17])[CH:14]=[C:13]([F:18])[CH:12]=1.[C:35]([C:39]1[N:43]([CH2:44][C:45](O)=[O:46])[N:42]=[C:41]([C:48]([F:51])([F:50])[F:49])[CH:40]=1)([CH3:38])([CH3:37])[CH3:36]. Given the product [C:35]([C:39]1[N:43]([CH2:44][C:45]([NH:8][C@H:9]([C:19]2[C:24]([C:25]3[CH:26]=[CH:27][C:28]([F:34])=[C:29]([CH:33]=3)[C:30]([NH2:32])=[O:31])=[CH:23][CH:22]=[CH:21][N:20]=2)[CH2:10][C:11]2[CH:12]=[C:13]([F:18])[CH:14]=[C:15]([F:17])[CH:16]=2)=[O:46])[N:42]=[C:41]([C:48]([F:50])([F:51])[F:49])[CH:40]=1)([CH3:38])([CH3:36])[CH3:37], predict the reactants needed to synthesize it. (2) Given the product [O:26]=[C:9]([CH2:1][CH3:2])[C@H:10]([NH:18][C:19](=[O:25])[O:20][C:21]([CH3:23])([CH3:22])[CH3:24])[CH2:11][C:12]1[CH:13]=[CH:14][N:15]=[CH:16][CH:17]=1, predict the reactants needed to synthesize it. The reactants are: [CH2:1]([Mg]Br)[CH3:2].CON([C:9](=[O:26])[C@H:10]([NH:18][C:19](=[O:25])[O:20][C:21]([CH3:24])([CH3:23])[CH3:22])[CH2:11][C:12]1[CH:17]=[CH:16][N:15]=[CH:14][CH:13]=1)C.O. (3) Given the product [ClH:34].[ClH:34].[C:1]([O:5][C:6]([N:8]([C@@H:22]1[CH2:26][CH2:25][N:24]([CH2:27][CH2:28][CH2:29][CH3:30])[CH2:23]1)[C:9]1[N:14]=[CH:13][C:12](/[CH:15]=[CH:16]/[C:17]([OH:19])=[O:18])=[CH:11][CH:10]=1)=[O:7])([CH3:2])([CH3:4])[CH3:3], predict the reactants needed to synthesize it. The reactants are: [C:1]([O:5][C:6]([N:8]([C@@H:22]1[CH2:26][CH2:25][N:24]([CH2:27][CH2:28][CH2:29][CH3:30])[CH2:23]1)[C:9]1[N:14]=[CH:13][C:12](/[CH:15]=[CH:16]/[C:17]([O:19]CC)=[O:18])=[CH:11][CH:10]=1)=[O:7])([CH3:4])([CH3:3])[CH3:2].[OH-].[Na+].O.[ClH:34].